From a dataset of Reaction yield outcomes from USPTO patents with 853,638 reactions. Predict the reaction yield, written as a fraction of the theoretical maximum amount of product (1.0 means a 100% yield; for example, 0.34 means a 34% yield). (1) The reactants are C([O:3][CH:4](O)[C:5]([F:8])([F:7])[F:6])C.[N+:10]([CH3:13])([O-:12])=[O:11].C([O-])([O-])=O.[K+].[K+]. The catalyst is ClCCl.C(O)C. The product is [F:6][C:5]([F:8])([F:7])[CH:4]([OH:3])[CH2:13][N+:10]([O-:12])=[O:11]. The yield is 0.850. (2) The reactants are [CH:1]1[C:11]2[CH:10]=[CH:9][C:8]3[CH:12]=[CH:13][CH:14]=[CH:15][C:7]=3[CH:6]([O:16][CH2:17][CH2:18][OH:19])[C:5]=2[CH:4]=[CH:3][CH:2]=1.C(P(CCCC)CCCC)CCC.[CH2:33]([O:35][C:36](=[O:49])[CH:37]([O:46][CH2:47][CH3:48])[CH2:38][C:39]1[CH:44]=[CH:43][C:42](O)=[CH:41][CH:40]=1)[CH3:34].O. The catalyst is C1C=CC=CC=1. The product is [CH2:33]([O:35][C:36](=[O:49])[CH:37]([O:46][CH2:47][CH3:48])[CH2:38][C:39]1[CH:44]=[CH:43][C:42]([O:19][CH2:18][CH2:17][O:16][CH:6]2[C:7]3[CH:15]=[CH:14][CH:13]=[CH:12][C:8]=3[CH:9]=[CH:10][C:11]3[CH:1]=[CH:2][CH:3]=[CH:4][C:5]2=3)=[CH:41][CH:40]=1)[CH3:34]. The yield is 0.470.